From a dataset of Catalyst prediction with 721,799 reactions and 888 catalyst types from USPTO. Predict which catalyst facilitates the given reaction. (1) Reactant: [O:1]=[C:2]1[NH:6][C:5]2([CH:11]3[CH2:12][C:8]4([C:13]([OH:15])=[O:14])[CH:9]([CH2:10]3)[CH:7]24)[C:4](=[O:16])[NH:3]1.[F:17][C:18]1[CH:25]=[CH:24][C:21]([CH2:22]Br)=[CH:20][CH:19]=1.C(=O)([O-])[O-].[K+].[K+]. Product: [F:17][C:18]1[CH:25]=[CH:24][C:21]([CH2:22][O:14][C:13]([C:8]23[CH2:12][CH:11]4[C:5]5([C:4](=[O:16])[N:3]([CH2:22][C:21]6[CH:24]=[CH:25][C:18]([F:17])=[CH:19][CH:20]=6)[C:2](=[O:1])[N:6]5[CH2:22][C:21]5[CH:24]=[CH:25][C:18]([F:17])=[CH:19][CH:20]=5)[CH:7]2[CH:9]3[CH2:10]4)=[O:15])=[CH:20][CH:19]=1. The catalyst class is: 35. (2) Reactant: [OH:1][S:2]([OH:5])(=[O:4])=[O:3].[Br:6][C:7]1[N:8]=[C:9]2[C:15]([CH2:16][OH:17])=[CH:14][NH:13][C:10]2=[N:11][CH:12]=1.[CH3:18][C:19]([CH3:21])=[O:20].OS(O)(=O)=O.[O:27]=[Cr:28](=[O:30])=[O:29]. Product: [CH3:18][C:19]([CH3:21])=[O:20].[OH:4][S:2]([OH:5])(=[O:3])=[O:1].[O:27]=[Cr:28](=[O:30])=[O:29].[Br:6][C:7]1[N:8]=[C:9]2[C:15]([CH:16]=[O:17])=[CH:14][NH:13][C:10]2=[N:11][CH:12]=1. The catalyst class is: 283. (3) Reactant: [CH2:1]([O:3][C:4]1[CH:5]=[C:6]([C@@H:12]2[C@H:17]([NH:18][C:19](=O)[C:20]3[CH:34]=[CH:33][C:23]([C:24]([N:26]([CH:30]([CH3:32])[CH3:31])[CH:27]([CH3:29])[CH3:28])=[O:25])=[CH:22][CH:21]=3)[CH2:16][CH2:15][O:14][CH2:13]2)[CH:7]=[CH:8][C:9]=1[O:10][CH3:11])[CH3:2].O=P(Cl)(Cl)Cl. Product: [CH2:1]([O:3][C:4]1[CH:5]=[C:6]2[C:7](=[CH:8][C:9]=1[O:10][CH3:11])[C:19]([C:20]1[CH:34]=[CH:33][C:23]([C:24]([N:26]([CH:30]([CH3:32])[CH3:31])[CH:27]([CH3:29])[CH3:28])=[O:25])=[CH:22][CH:21]=1)=[N:18][C@H:17]1[C@@H:12]2[CH2:13][O:14][CH2:15][CH2:16]1)[CH3:2]. The catalyst class is: 10. (4) Reactant: [OH:1][C:2]1([CH2:8][C:9]2[CH:14]=[CH:13][CH:12]=[CH:11][CH:10]=2)[CH2:7][CH2:6][NH:5][CH2:4][CH2:3]1.[OH-].[Na+].[O:17](C(OC(C)(C)C)=O)[C:18]([O:20][C:21]([CH3:24])([CH3:23])[CH3:22])=O.C(O)(=O)CC(CC(O)=O)(C(O)=O)O. Product: [CH2:8]([C:2]1([OH:1])[CH2:7][CH2:6][N:5]([C:18]([O:20][C:21]([CH3:24])([CH3:23])[CH3:22])=[O:17])[CH2:4][CH2:3]1)[C:9]1[CH:14]=[CH:13][CH:12]=[CH:11][CH:10]=1. The catalyst class is: 12. (5) Reactant: [N+:1]([C:4]1[CH:9]=[CH:8][C:7]([N:10]2[CH2:15][CH2:14][NH:13][CH2:12][CH2:11]2)=[CH:6][CH:5]=1)([O-:3])=[O:2].Cl[CH2:17][C:18]([CH3:20])=[CH2:19].C(N(CC)CC)C. Product: [CH3:19][C:18](=[CH2:17])[CH2:20][N:13]1[CH2:14][CH2:15][N:10]([C:7]2[CH:6]=[CH:5][C:4]([N+:1]([O-:3])=[O:2])=[CH:9][CH:8]=2)[CH2:11][CH2:12]1. The catalyst class is: 10. (6) Reactant: [Si:1]([O:8][CH:9]([CH2:20][O:21][C:22]1[CH:27]=[CH:26][CH:25]=[C:24]([C:28]2[N:33]=[C:32]([C:34]3[C:35]([CH3:40])=[N:36][O:37][C:38]=3[CH3:39])[C:31]([CH:41]=[O:42])=[C:30]([NH:43][CH:44]3[CH2:49][CH2:48][O:47][CH2:46][CH2:45]3)[N:29]=2)[CH:23]=1)[CH2:10][N:11]([CH3:19])[C:12](=[O:18])[O:13][C:14]([CH3:17])([CH3:16])[CH3:15])([C:4]([CH3:7])([CH3:6])[CH3:5])([CH3:3])[CH3:2].[BH4-].[Na+]. Product: [Si:1]([O:8][CH:9]([CH2:20][O:21][C:22]1[CH:27]=[CH:26][CH:25]=[C:24]([C:28]2[N:33]=[C:32]([C:34]3[C:35]([CH3:40])=[N:36][O:37][C:38]=3[CH3:39])[C:31]([CH2:41][OH:42])=[C:30]([NH:43][CH:44]3[CH2:45][CH2:46][O:47][CH2:48][CH2:49]3)[N:29]=2)[CH:23]=1)[CH2:10][N:11]([CH3:19])[C:12](=[O:18])[O:13][C:14]([CH3:15])([CH3:16])[CH3:17])([C:4]([CH3:6])([CH3:7])[CH3:5])([CH3:3])[CH3:2]. The catalyst class is: 1. (7) Reactant: [Cl:1][C:2]1[CH:7]=[CH:6][C:5]([C:8]2[N:12](/[CH:13]=[CH:14]/[C:15]([F:18])([F:17])[F:16])[C:11](=[O:19])[N:10]([CH2:20][C:21](O)=[O:22])[N:9]=2)=[CH:4][CH:3]=1.C1C=CC2N(O)N=NC=2C=1.C(Cl)CCl.Cl.[NH2:39][CH:40]([C:47]1[CH:52]=[CH:51][CH:50]=[C:49]([C:53]([F:56])([F:55])[F:54])[CH:48]=1)[C:41]1[O:45][C:44]([NH2:46])=[N:43][N:42]=1.C(N(CC)C(C)C)(C)C. The catalyst class is: 3. Product: [NH2:46][C:44]1[O:45][C:41]([CH:40]([C:47]2[CH:52]=[CH:51][CH:50]=[C:49]([C:53]([F:56])([F:54])[F:55])[CH:48]=2)[NH:39][C:21](=[O:22])[CH2:20][N:10]2[C:11](=[O:19])[N:12](/[CH:13]=[CH:14]/[C:15]([F:17])([F:18])[F:16])[C:8]([C:5]3[CH:4]=[CH:3][C:2]([Cl:1])=[CH:7][CH:6]=3)=[N:9]2)=[N:42][N:43]=1.